From a dataset of Forward reaction prediction with 1.9M reactions from USPTO patents (1976-2016). Predict the product of the given reaction. (1) Given the reactants [CH3:1][O:2][C:3]1[CH:12]=[C:11]2[C:6]([CH:7]=[CH:8][C:9]([OH:13])=[CH:10]2)=[CH:5][CH:4]=1.N1C=CC=CC=1.[F:20][C:21]([F:34])([F:33])[S:22](O[S:22]([C:21]([F:34])([F:33])[F:20])(=[O:24])=[O:23])(=[O:24])=[O:23], predict the reaction product. The product is: [CH3:1][O:2][C:3]1[CH:12]=[C:11]2[C:6]([CH:7]=[CH:8][C:9]([O:13][S:22]([C:21]([F:34])([F:33])[F:20])(=[O:24])=[O:23])=[CH:10]2)=[CH:5][CH:4]=1. (2) The product is: [CH:26]1([CH:25]=[C:24]([C:11]2[NH:10][C:14]3=[N:15][CH:16]=[C:17]([O:19][CH2:20][CH2:21][O:22][CH3:23])[CH:18]=[C:13]3[CH:12]=2)[C:31]2[CH:36]=[CH:35][C:34]([S:37]([CH3:40])(=[O:39])=[O:38])=[CH:33][CH:32]=2)[CH2:30][CH2:29][CH2:28][CH2:27]1. Given the reactants C1(S([N:10]2[C:14]3=[N:15][CH:16]=[C:17]([O:19][CH2:20][CH2:21][O:22][CH3:23])[CH:18]=[C:13]3[CH:12]=[C:11]2[C:24]([C:31]2[CH:36]=[CH:35][C:34]([S:37]([CH3:40])(=[O:39])=[O:38])=[CH:33][CH:32]=2)=[CH:25][CH:26]2[CH2:30][CH2:29][CH2:28][CH2:27]2)(=O)=O)C=CC=CC=1.[F-].C([N+](CCCC)(CCCC)CCCC)CCC, predict the reaction product. (3) Given the reactants [NH:1]1[CH2:8][CH2:7][CH2:6][C@@H:2]1[C:3]([OH:5])=[O:4].[C:9](Cl)(=[O:13])[C:10]([CH3:12])=[CH2:11], predict the reaction product. The product is: [C:9]([N:1]1[CH2:8][CH2:7][CH2:6][C@@H:2]1[C:3]([OH:5])=[O:4])(=[O:13])[C:10]([CH3:12])=[CH2:11]. (4) Given the reactants [CH3:1][C:2]1([CH3:32])[O:6][C@H:5]([CH2:7][O:8][C:9]2[CH:14]=[CH:13][C:12]([C:15]([C:20]3[CH:25]=[CH:24][C:23]([CH2:26][C:27](O)=[O:28])=[C:22]([CH3:30])[CH:21]=3)([CH2:18][CH3:19])[CH2:16][CH3:17])=[CH:11][C:10]=2[CH3:31])[CH2:4][O:3]1.[C:33]([NH2:37])([CH3:36])([CH3:35])[CH3:34].C(Cl)CCl.C1C=CC2N(O)N=NC=2C=1.C(N(C(C)C)C(C)C)C, predict the reaction product. The product is: [C:33]([NH:37][C:27](=[O:28])[CH2:26][C:23]1[CH:24]=[CH:25][C:20]([C:15]([C:12]2[CH:13]=[CH:14][C:9]([O:8][CH2:7][C@@H:5]3[CH2:4][O:3][C:2]([CH3:1])([CH3:32])[O:6]3)=[C:10]([CH3:31])[CH:11]=2)([CH2:18][CH3:19])[CH2:16][CH3:17])=[CH:21][C:22]=1[CH3:30])([CH3:36])([CH3:35])[CH3:34].